Predict the reactants needed to synthesize the given product. From a dataset of Full USPTO retrosynthesis dataset with 1.9M reactions from patents (1976-2016). (1) Given the product [C:4](#[N:5])[CH3:3].[OH2:14].[C:34]([O-:14])(=[O:33])[CH3:37].[NH4+:24].[C:12]([C:8]1[CH:7]=[C:6]2[C:11]([C:2]([CH3:1])=[CH:3][C:4](=[O:14])[N:5]2[CH2:22][CH2:23][N:24]2[CH2:29][CH2:28][C@@H:27]([NH:30][C:31](=[O:32])[O:33][C:34]([CH3:35])([CH3:37])[CH3:36])[C@@H:26]([O:38][CH3:39])[CH2:25]2)=[CH:10][CH:9]=1)#[N:13], predict the reactants needed to synthesize it. The reactants are: [CH3:1][C:2]1[C:11]2[C:6](=[CH:7][C:8]([C:12]#[N:13])=[CH:9][CH:10]=2)[NH:5][C:4](=[O:14])[CH:3]=1.[H-].[Na+].CS(O[CH2:22][CH2:23][N:24]1[CH2:29][CH2:28][C@@H:27]([NH:30][C:31]([O:33][C:34]([CH3:37])([CH3:36])[CH3:35])=[O:32])[C@@H:26]([O:38][CH3:39])[CH2:25]1)(=O)=O. (2) Given the product [CH3:1][O:2][CH2:3][CH2:4][N:5]1[CH:9]=[CH:8][C:7]([C:10]([OH:12])=[O:11])=[N:6]1, predict the reactants needed to synthesize it. The reactants are: [CH3:1][O:2][CH2:3][CH2:4][N:5]1[CH:9]=[CH:8][C:7]([C:10]([O:12]CC)=[O:11])=[N:6]1.[OH-].[Na+]. (3) Given the product [Cl:1][C:2]1[CH:7]=[CH:6][CH:5]=[C:4]2[C:3]=1[C:22](=[O:31])[N:23]([C:24]1[CH:29]=[CH:28][CH:27]=[CH:26][C:25]=1[F:30])[C:9]([C@@H:10]([NH:13][C:14](=[O:20])[O:15][C:16]([CH3:19])([CH3:18])[CH3:17])[CH2:11][CH3:12])=[N:8]2, predict the reactants needed to synthesize it. The reactants are: [Cl:1][C:2]1[C:3]([C:22](=[O:31])[NH:23][C:24]2[CH:29]=[CH:28][CH:27]=[CH:26][C:25]=2[F:30])=[C:4]([NH:8][C:9](=O)[C@@H:10]([NH:13][C:14](=[O:20])[O:15][C:16]([CH3:19])([CH3:18])[CH3:17])[CH2:11][CH3:12])[CH:5]=[CH:6][CH:7]=1.C(N(CC)CC)C.C/C(/O[Si](C)(C)C)=N\[Si](C)(C)C. (4) Given the product [C:7]1([P:13]([O:14][CH2:2][C:3]([CH2:5][O:15][P:13]([C:16]2[CH:17]=[CH:18][CH:19]=[CH:20][CH:21]=2)([C:7]2[CH:12]=[CH:11][CH:10]=[CH:9][CH:8]=2)=[O:14])=[O:4])([C:16]2[CH:21]=[CH:20][CH:19]=[CH:18][CH:17]=2)=[O:15])[CH:8]=[CH:9][CH:10]=[CH:11][CH:12]=1, predict the reactants needed to synthesize it. The reactants are: Br[CH2:2][C:3]([CH2:5]Br)=[O:4].[C:7]1([P:13]([C:16]2[CH:21]=[CH:20][CH:19]=[CH:18][CH:17]=2)(=[O:15])[OH:14])[CH:12]=[CH:11][CH:10]=[CH:9][CH:8]=1. (5) Given the product [CH:19]([N:18]1[C:14]([C:8]2[S:7][C:6]3[C:5]4[CH:22]=[CH:23][C:2]([C:32]5[CH:31]=[CH:30][CH:29]=[C:28]([S:25]([CH3:24])(=[O:27])=[O:26])[CH:33]=5)=[CH:3][C:4]=4[O:13][CH2:12][CH2:11][C:10]=3[CH:9]=2)=[N:15][CH:16]=[N:17]1)([CH3:21])[CH3:20], predict the reactants needed to synthesize it. The reactants are: Br[C:2]1[CH:23]=[CH:22][C:5]2[C:6]3[S:7][C:8]([C:14]4[N:18]([CH:19]([CH3:21])[CH3:20])[N:17]=[CH:16][N:15]=4)=[CH:9][C:10]=3[CH2:11][CH2:12][O:13][C:4]=2[CH:3]=1.[CH3:24][S:25]([C:28]1[CH:29]=[C:30](B(O)O)[CH:31]=[CH:32][CH:33]=1)(=[O:27])=[O:26]. (6) The reactants are: [C:1]1([CH3:8])[C:6]([OH:7])=[CH:5][CH:4]=[CH:3][CH:2]=1.[Br:9][C:10]1[CH:15]=[CH:14][C:13]([C:16](O)([CH2:19][CH3:20])[CH2:17][CH3:18])=[CH:12][CH:11]=1. Given the product [Br:9][C:10]1[CH:15]=[CH:14][C:13]([C:16]([C:3]2[CH:4]=[CH:5][C:6]([OH:7])=[C:1]([CH3:8])[CH:2]=2)([CH2:19][CH3:20])[CH2:17][CH3:18])=[CH:12][CH:11]=1, predict the reactants needed to synthesize it. (7) Given the product [N:6]1[CH:7]=[CH:8][CH:9]=[N:10][C:5]=1[O:4][C:3]1[CH:11]=[CH:12][CH:13]=[CH:14][C:2]=1[C:23]1[CH:24]=[CH:25][C:26]([C:29]2[CH:34]=[N:33][C:32]([NH2:35])=[N:31][CH:30]=2)=[N:27][CH:28]=1, predict the reactants needed to synthesize it. The reactants are: Br[C:2]1[CH:14]=[CH:13][CH:12]=[CH:11][C:3]=1[O:4][C:5]1[N:10]=[CH:9][CH:8]=[CH:7][N:6]=1.CC1(C)C(C)(C)OB([C:23]2[CH:24]=[CH:25][C:26]([C:29]3[CH:30]=[N:31][C:32]([NH2:35])=[N:33][CH:34]=3)=[N:27][CH:28]=2)O1.